From a dataset of Forward reaction prediction with 1.9M reactions from USPTO patents (1976-2016). Predict the product of the given reaction. (1) Given the reactants [Cl:1][S:2]([N:5]=[C:6]=[O:7])(=[O:4])=[O:3].[CH:8]([C:11]1[CH:17]=[CH:16][CH:15]=[C:14]([CH:18]([CH3:20])[CH3:19])[C:12]=1[NH2:13])([CH3:10])[CH3:9], predict the reaction product. The product is: [CH:18]([C:14]1[CH:15]=[CH:16][CH:17]=[C:11]([CH:8]([CH3:10])[CH3:9])[C:12]=1[NH:13][C:6]([NH:5][S:2]([Cl:1])(=[O:4])=[O:3])=[O:7])([CH3:20])[CH3:19]. (2) Given the reactants [CH3:1][C:2]([C:4]1[CH:9]=[CH:8][CH:7]=[C:6]([N+:10]([O-:12])=[O:11])[CH:5]=1)=[O:3].CO[CH:15](OC)[N:16]([CH3:18])[CH3:17], predict the reaction product. The product is: [CH3:15][N:16]([CH3:18])[CH:17]=[CH:1][C:2]([C:4]1[CH:9]=[CH:8][CH:7]=[C:6]([N+:10]([O-:12])=[O:11])[CH:5]=1)=[O:3]. (3) Given the reactants [CH2:1]([NH:4][C:5]([C:7]1[CH:31]=[CH:30][C:10]2[N:11]([CH2:28][CH3:29])[C:12]([CH2:14][C:15]3[N:16]([C:20]4[CH:25]=[C:24]([F:26])[CH:23]=[CH:22][C:21]=4[F:27])[N:17]=[CH:18][CH:19]=3)=[N:13][C:9]=2[CH:8]=1)=[O:6])[C:2]#[CH:3], predict the reaction product. The product is: [CH2:28]([N:11]1[C:10]2[CH:30]=[CH:31][C:7]([C:5]3[O:6][C:2]([CH3:3])=[CH:1][N:4]=3)=[CH:8][C:9]=2[N:13]=[C:12]1[CH2:14][C:15]1[N:16]([C:20]2[CH:25]=[C:24]([F:26])[CH:23]=[CH:22][C:21]=2[F:27])[N:17]=[CH:18][CH:19]=1)[CH3:29]. (4) The product is: [Cl:22][C:23]1[CH:28]=[C:27]([NH:29][C:30]2[C:39]3[C:34](=[CH:35][CH:36]=[CH:37][C:38]=3[O:40][CH2:41][CH:42]3[CH2:43][CH2:44][N:45]([C:48](=[O:51])[CH2:49][OH:50])[CH2:46][CH2:47]3)[N:33]=[CH:32][N:31]=2)[CH:26]=[CH:25][C:24]=1[O:12][CH2:11][C:7]1[S:6][CH:10]=[CH:9][N:8]=1. Given the reactants CS(Cl)(=O)=O.[S:6]1[CH:10]=[CH:9][N:8]=[C:7]1[CH2:11][OH:12].C(N(CC)C(C)C)(C)C.[Cl:22][C:23]1[CH:28]=[C:27]([NH:29][C:30]2[C:39]3[C:34](=[CH:35][CH:36]=[CH:37][C:38]=3[O:40][CH2:41][CH:42]3[CH2:47][CH2:46][N:45]([C:48](=[O:51])[CH2:49][OH:50])[CH2:44][CH2:43]3)[N:33]=[CH:32][N:31]=2)[CH:26]=[CH:25][C:24]=1O.C(=O)([O-])[O-].[K+].[K+], predict the reaction product. (5) Given the reactants [C:1]1([C:15]2[CH:20]=[CH:19][CH:18]=[CH:17][CH:16]=2)[CH:6]=[CH:5][C:4]([CH2:7][C@H:8]2[NH:12][C:11](=[O:13])[C@@H:10]([CH3:14])[CH2:9]2)=[CH:3][CH:2]=1.C(OC(=O)[C@H](C)C[C@H:27]([N:41]1[C:45](=O)[CH2:44][CH2:43][C:42]1=O)CC1C=CC(C2C=CC=CC=2)=CC=1)C.C([Li])CCC.[C:55](Cl)(=[O:60])[C:56]([CH3:59])([CH3:58])[CH3:57], predict the reaction product. The product is: [C:1]1([C:15]2[CH:16]=[CH:17][CH:18]=[CH:19][CH:20]=2)[CH:2]=[CH:3][C:4]([CH2:7][C@H:8]2[N:12]([C:55](=[O:60])[C:56]([CH3:59])([CH3:58])[CH3:57])[C:11](=[O:13])[C@@H:10]([CH3:14])[CH2:9]2)=[CH:5][CH:6]=1.[C:1]1([C:15]2[CH:16]=[CH:17][CH:18]=[CH:19][CH:20]=2)[CH:2]=[CH:3][C:4]([CH2:7][C@H:8]2[N:12]([CH2:27][N:41]3[CH2:45][CH2:44][CH2:43][CH2:42]3)[C:11](=[O:13])[C@H:10]([CH3:14])[CH2:9]2)=[CH:5][CH:6]=1. (6) Given the reactants [C:1]([O:5][C:6]([NH:8][C@@H:9]([C:48]([SH:51])([CH3:50])[CH3:49])[C:10]([N:12]1[C@H:21]([C:22](=[O:34])[NH:23][C@H:24]2[C:33]3[C:28](=[CH:29][CH:30]=[CH:31][CH:32]=3)[CH2:27][CH2:26][CH2:25]2)[CH2:20][C:19]2[C:14](=[CH:15][C:16]([NH:35][C:36]([C:38]3[CH:47]=[CH:46][C:41]([C:42]([O:44][CH3:45])=[O:43])=[CH:40][CH:39]=3)=[O:37])=[CH:17][CH:18]=2)[CH2:13]1)=[O:11])=[O:7])([CH3:4])([CH3:3])[CH3:2].IC.[CH3:54]CN(C(C)C)C(C)C, predict the reaction product. The product is: [C:1]([O:5][C:6]([NH:8][C@@H:9]([C:48]([CH3:50])([S:51][CH3:54])[CH3:49])[C:10]([N:12]1[C@H:21]([C:22](=[O:34])[NH:23][C@H:24]2[C:33]3[C:28](=[CH:29][CH:30]=[CH:31][CH:32]=3)[CH2:27][CH2:26][CH2:25]2)[CH2:20][C:19]2[C:14](=[CH:15][C:16]([NH:35][C:36]([C:38]3[CH:39]=[CH:40][C:41]([C:42]([O:44][CH3:45])=[O:43])=[CH:46][CH:47]=3)=[O:37])=[CH:17][CH:18]=2)[CH2:13]1)=[O:11])=[O:7])([CH3:4])([CH3:2])[CH3:3].